This data is from Forward reaction prediction with 1.9M reactions from USPTO patents (1976-2016). The task is: Predict the product of the given reaction. (1) Given the reactants C(OC([N:8]([CH3:36])[C@H:9]([C:11]([NH:13][C@@H:14]([CH:30]1[CH2:35][CH2:34][CH2:33][CH2:32][CH2:31]1)[C:15]([N:17]1[C@H:22]([C:23]([O:25]C)=O)[CH2:21][N:20]2[CH2:27][CH2:28][CH2:29][C@@H:19]2[CH2:18]1)=[O:16])=[O:12])[CH3:10])=O)(C)(C)C.O.[OH-].[Li+].[ClH:40].Cl.[F:42][C:43]1[CH:52]=[CH:51][C:46]2[CH:47]([NH2:50])[CH2:48][O:49][C:45]=2[CH:44]=1.Cl.C(N=C=NCCCN(C)C)C.ON1C2C=CC=CC=2N=N1.C(N(C(C)C)C(C)C)C.C(OCC)(=O)C.Cl, predict the reaction product. The product is: [ClH:40].[ClH:40].[CH:30]1([C@H:14]([NH:13][C:11](=[O:12])[C@H:9]([CH3:10])[NH:8][CH3:36])[C:15]([N:17]2[C@H:22]([C:23]([NH:50][CH:47]3[C:46]4[CH:51]=[CH:52][C:43]([F:42])=[CH:44][C:45]=4[O:49][CH2:48]3)=[O:25])[CH2:21][N:20]3[CH2:27][CH2:28][CH2:29][C@@H:19]3[CH2:18]2)=[O:16])[CH2:35][CH2:34][CH2:33][CH2:32][CH2:31]1. (2) Given the reactants Cl.Cl.[O:3]1[C:7]2[CH:8]=[CH:9][CH:10]=[C:11]([CH:12]3[CH2:17][CH2:16][N:15]([CH2:18][CH2:19][C@H:20]4[CH2:25][CH2:24][C@H:23]([NH2:26])[CH2:22][CH2:21]4)[CH2:14][CH2:13]3)[C:6]=2[CH2:5][CH2:4]1.[N:27]1([C:33]2[CH:41]=[CH:40][C:36]([C:37](O)=[O:38])=[CH:35][N:34]=2)[CH2:32][CH2:31][O:30][CH2:29][CH2:28]1, predict the reaction product. The product is: [O:3]1[C:7]2[CH:8]=[CH:9][CH:10]=[C:11]([CH:12]3[CH2:17][CH2:16][N:15]([CH2:18][CH2:19][C@H:20]4[CH2:21][CH2:22][C@H:23]([NH:26][C:37](=[O:38])[C:36]5[CH:40]=[CH:41][C:33]([N:27]6[CH2:28][CH2:29][O:30][CH2:31][CH2:32]6)=[N:34][CH:35]=5)[CH2:24][CH2:25]4)[CH2:14][CH2:13]3)[C:6]=2[CH2:5][CH2:4]1.